This data is from NCI-60 drug combinations with 297,098 pairs across 59 cell lines. The task is: Regression. Given two drug SMILES strings and cell line genomic features, predict the synergy score measuring deviation from expected non-interaction effect. (1) Drug 1: C1=C(C(=O)NC(=O)N1)N(CCCl)CCCl. Drug 2: C1=NC(=NC(=O)N1C2C(C(C(O2)CO)O)O)N. Cell line: RPMI-8226. Synergy scores: CSS=50.2, Synergy_ZIP=5.53, Synergy_Bliss=5.06, Synergy_Loewe=1.22, Synergy_HSA=6.71. (2) Drug 1: C1=CC(=C2C(=C1NCCNCCO)C(=O)C3=C(C=CC(=C3C2=O)O)O)NCCNCCO. Drug 2: CC1=C(C=C(C=C1)C(=O)NC2=CC(=CC(=C2)C(F)(F)F)N3C=C(N=C3)C)NC4=NC=CC(=N4)C5=CN=CC=C5. Cell line: SF-295. Synergy scores: CSS=70.9, Synergy_ZIP=7.91, Synergy_Bliss=7.55, Synergy_Loewe=-3.94, Synergy_HSA=9.22. (3) Drug 1: CN(CC1=CN=C2C(=N1)C(=NC(=N2)N)N)C3=CC=C(C=C3)C(=O)NC(CCC(=O)O)C(=O)O. Drug 2: N.N.Cl[Pt+2]Cl. Cell line: OVCAR-4. Synergy scores: CSS=37.1, Synergy_ZIP=-3.72, Synergy_Bliss=-8.66, Synergy_Loewe=-24.6, Synergy_HSA=-6.97. (4) Drug 1: C1=NC2=C(N=C(N=C2N1C3C(C(C(O3)CO)O)O)F)N. Drug 2: CC1=C(C=C(C=C1)NC(=O)C2=CC=C(C=C2)CN3CCN(CC3)C)NC4=NC=CC(=N4)C5=CN=CC=C5. Cell line: NCI-H322M. Synergy scores: CSS=-2.58, Synergy_ZIP=2.88, Synergy_Bliss=3.18, Synergy_Loewe=-3.69, Synergy_HSA=-2.43.